From a dataset of Forward reaction prediction with 1.9M reactions from USPTO patents (1976-2016). Predict the product of the given reaction. Given the reactants [CH3:1][N:2]1[CH2:6][CH:5]([C:7]2[CH:12]=[CH:11][CH:10]=[CH:9][CH:8]=2)[C:4]2([CH2:17][CH2:16][CH2:15][NH:14][CH2:13]2)[C:3]1=[O:18].[C:19]([O:23][C:24]([NH:26][C@H:27]([CH2:31][CH2:32][OH:33])[C:28](O)=[O:29])=[O:25])([CH3:22])([CH3:21])[CH3:20].C(N(C(C)C)CC)(C)C.C(P1(=O)OP(CCC)(=O)OP(CCC)(=O)O1)CC, predict the reaction product. The product is: [OH:33][CH2:32][CH2:31][C@@H:27]([NH:26][C:24](=[O:25])[O:23][C:19]([CH3:21])([CH3:20])[CH3:22])[C:28]([N:14]1[CH2:15][CH2:16][CH2:17][C@:4]2([C:3](=[O:18])[N:2]([CH3:1])[CH2:6][C@H:5]2[C:7]2[CH:12]=[CH:11][CH:10]=[CH:9][CH:8]=2)[CH2:13]1)=[O:29].